This data is from Reaction yield outcomes from USPTO patents with 853,638 reactions. The task is: Predict the reaction yield, written as a fraction of the theoretical maximum amount of product (1.0 means a 100% yield; for example, 0.34 means a 34% yield). The reactants are [Br:1][C:2]1[CH:3]=[N:4][N:5]([CH2:7][O:8][CH2:9][CH2:10][Si:11]([CH3:14])([CH3:13])[CH3:12])[CH:6]=1.[Li+].CC([N-]C(C)C)C.N#N.[F:25]N(S(C1C=CC=CC=1)(=O)=O)S(C1C=CC=CC=1)(=O)=O. The catalyst is C1COCC1. The product is [Br:1][C:2]1[CH:3]=[N:4][N:5]([CH2:7][O:8][CH2:9][CH2:10][Si:11]([CH3:14])([CH3:13])[CH3:12])[C:6]=1[F:25]. The yield is 0.0900.